Task: Predict which catalyst facilitates the given reaction.. Dataset: Catalyst prediction with 721,799 reactions and 888 catalyst types from USPTO Reactant: [CH2:1]([O:8][C:9]1[C:10]([C:21]([O:23][CH3:24])=[O:22])=[N:11][N:12]([CH2:18][CH2:19]Br)[C:13]=1[C:14]([O:16][CH3:17])=[O:15])[C:2]1[CH:7]=[CH:6][CH:5]=[CH:4][CH:3]=1.[N-:25]=[N+:26]=[N-:27].[Na+]. Product: [N:25]([CH2:19][CH2:18][N:12]1[C:13]([C:14]([O:16][CH3:17])=[O:15])=[C:9]([O:8][CH2:1][C:2]2[CH:7]=[CH:6][CH:5]=[CH:4][CH:3]=2)[C:10]([C:21]([O:23][CH3:24])=[O:22])=[N:11]1)=[N+:26]=[N-:27]. The catalyst class is: 3.